This data is from Forward reaction prediction with 1.9M reactions from USPTO patents (1976-2016). The task is: Predict the product of the given reaction. (1) Given the reactants [F:1][C:2]1[CH:3]=[C:4]([CH:6]=[C:7]([F:10])[C:8]=1[F:9])[NH2:5].[CH3:11][O:12][CH2:13][C:14]1[CH:15]=[N:16][N:17]([C:19]2[CH:20]=[N:21][N:22]3[CH2:27][C@H:26]([CH3:28])[N:25]([C:29](OC(C)(C)C)=[O:30])[CH2:24][C:23]=23)[CH:18]=1.FC1C=CC(C2C=NN3CCN(C(OC(C)(C)C)=O)CC=23)=CC=1, predict the reaction product. The product is: [CH3:11][O:12][CH2:13][C:14]1[CH:15]=[N:16][N:17]([C:19]2[CH:20]=[N:21][N:22]3[CH2:27][C@H:26]([CH3:28])[N:25]([C:29]([NH:5][C:4]4[CH:3]=[C:2]([F:1])[C:8]([F:9])=[C:7]([F:10])[CH:6]=4)=[O:30])[CH2:24][C:23]=23)[CH:18]=1. (2) Given the reactants [F:1][C:2]1[CH:3]=[C:4]([CH:22]=[C:23]([F:25])[CH:24]=1)[CH2:5][C@@H:6]1[CH2:11][C@@H:10]([C:12]2[O:16][NH:15][C:14](=[O:17])[CH:13]=2)[CH2:9][CH2:8][N:7]1C(OC)=O.Br, predict the reaction product. The product is: [F:25][C:23]1[CH:22]=[C:4]([CH:3]=[C:2]([F:1])[CH:24]=1)[CH2:5][C@@H:6]1[CH2:11][C@@H:10]([C:12]2[O:16][NH:15][C:14](=[O:17])[CH:13]=2)[CH2:9][CH2:8][NH:7]1.